This data is from Catalyst prediction with 721,799 reactions and 888 catalyst types from USPTO. The task is: Predict which catalyst facilitates the given reaction. (1) Reactant: [C:1]([C:3]1([NH:6][C:7]([C@@H:9]2[CH2:13][C@@H:12]([S:14][C:15]3[CH:20]=[CH:19][CH:18]=[CH:17][C:16]=3[O:21][C:22]([F:25])([F:24])[F:23])[CH2:11][N:10]2C(OC(C)(C)C)=O)=[O:8])[CH2:5][CH2:4]1)#[N:2]. Product: [C:1]([C:3]1([NH:6][C:7]([C@@H:9]2[CH2:13][C@@H:12]([S:14][C:15]3[CH:20]=[CH:19][CH:18]=[CH:17][C:16]=3[O:21][C:22]([F:25])([F:23])[F:24])[CH2:11][NH:10]2)=[O:8])[CH2:4][CH2:5]1)#[N:2]. The catalyst class is: 106. (2) Reactant: C([O:3][C:4](=[O:29])[CH2:5][C:6]1[C:7]([CH3:28])=[C:8]([S:16][C:17]2[CH:22]=[CH:21][C:20]([S:23]([CH3:26])(=[O:25])=[O:24])=[CH:19][C:18]=2[Cl:27])[N:9]2[C:14]=1[CH:13]=[CH:12][C:11]([F:15])=[CH:10]2)C.C([O:32][C:33](=[O:59])[CH2:34][C:35]1[C:36]([CH3:58])=[C:37]([S:46][C:47]2[CH:52]=[CH:51][C:50]([S:53]([CH3:56])(=[O:55])=[O:54])=[CH:49][C:48]=2[Cl:57])[N:38]2[C:43]=1[CH:42]=[C:41]([Cl:44])[C:40]([F:45])=[CH:39]2)C.C(O)C.[OH-].[Li+]. Product: [Cl:27][C:18]1[CH:19]=[C:20]([S:23]([CH3:26])(=[O:25])=[O:24])[CH:21]=[CH:22][C:17]=1[S:16][C:8]1[N:9]2[C:14]([CH:13]=[CH:12][C:11]([F:15])=[CH:10]2)=[C:6]([CH2:5][C:4]([OH:29])=[O:3])[C:7]=1[CH3:28].[Cl:44][C:41]1[C:40]([F:45])=[CH:39][N:38]2[C:43]([CH:42]=1)=[C:35]([CH2:34][C:33]([OH:59])=[O:32])[C:36]([CH3:58])=[C:37]2[S:46][C:47]1[CH:52]=[CH:51][C:50]([S:53]([CH3:56])(=[O:54])=[O:55])=[CH:49][C:48]=1[Cl:57]. The catalyst class is: 86. (3) Reactant: C(OC([N:8]1[CH2:13][CH2:12][N:11]([C:14]2[CH:19]=[CH:18][C:17]([C:20]3[N:25]=[CH:24][CH:23]=[CH:22][N:21]=3)=[CH:16][CH:15]=2)[CH2:10][CH2:9]1)=O)(C)(C)C.O1CCOCC1.Cl. Product: [N:11]1([C:14]2[CH:19]=[CH:18][C:17]([C:20]3[N:21]=[CH:22][CH:23]=[CH:24][N:25]=3)=[CH:16][CH:15]=2)[CH2:12][CH2:13][NH:8][CH2:9][CH2:10]1. The catalyst class is: 4. (4) The catalyst class is: 4. Product: [NH2:24][C:28]1[CH:29]=[CH:30][CH:31]=[CH:32][C:27]=1[NH:26][C:20]([C:18]1[S:19][C:15]([CH2:14][O:13][N:12]=[CH:11][C:9]2[CH:8]=[CH:7][C:6]3[O:1][CH2:2][CH2:3][O:4][C:5]=3[CH:10]=2)=[CH:16][CH:17]=1)=[O:22]. Reactant: [O:1]1[C:6]2[CH:7]=[CH:8][C:9]([CH:11]=[N:12][O:13][CH2:14][C:15]3[S:19][C:18]([C:20]([OH:22])=O)=[CH:17][CH:16]=3)=[CH:10][C:5]=2[O:4][CH2:3][CH2:2]1.O[N:24]1[C:28]2[CH:29]=[CH:30][CH:31]=[CH:32][C:27]=2[N:26]=N1.CN(C)CCCN=C=NCC.C(N(CC)CC)C.C1(N)C=CC=CC=1N.